Task: Predict the reactants needed to synthesize the given product.. Dataset: Full USPTO retrosynthesis dataset with 1.9M reactions from patents (1976-2016) Given the product [NH:2]1[CH2:7][CH2:6][CH:5]([NH:8][C:9]([C:11]2[C:15]([NH:16][C:17](=[O:26])[C:18]3[C:23]([Cl:24])=[CH:22][CH:21]=[CH:20][C:19]=3[Cl:25])=[CH:14][NH:13][N:12]=2)=[O:10])[CH2:4][CH2:3]1, predict the reactants needed to synthesize it. The reactants are: Cl.[NH:2]1[CH2:7][CH2:6][CH:5]([NH:8][C:9]([C:11]2[C:15]([NH:16][C:17](=[O:26])[C:18]3[C:23]([Cl:24])=[CH:22][CH:21]=[CH:20][C:19]=3[Cl:25])=[CH:14][NH:13][N:12]=2)=[O:10])[CH2:4][CH2:3]1.C(=O)(O)[O-].[Na+].